Task: Predict the reactants needed to synthesize the given product.. Dataset: Full USPTO retrosynthesis dataset with 1.9M reactions from patents (1976-2016) (1) Given the product [CH3:39][O:35][C:33](=[O:34])[CH2:32][N:21]1[C:10](=[O:12])[CH:9]([NH:8][C:6]([O:5][C:1]([CH3:2])([CH3:3])[CH3:4])=[O:7])[CH2:13][NH:14][C:15]2[CH:20]=[CH:19][CH:18]=[CH:17][C:16]1=2, predict the reactants needed to synthesize it. The reactants are: [C:1]([O:5][C:6]([NH:8][C@@H:9]([CH2:13][NH:14][C:15]1[CH:20]=[CH:19][CH:18]=[CH:17][C:16]=1[N+:21]([O-])=O)[C:10]([OH:12])=O)=[O:7])([CH3:4])([CH3:3])[CH3:2].C(OC(N[CH:32](CN)[C:33]([OH:35])=[O:34])=O)(C)(C)C.F[C:39]1C=CC=CC=1[N+]([O-])=O.C(=O)(O)[O-].[Na+]. (2) Given the product [O:28]1[CH:32]=[CH:31][C:30]([C:33]([N:3]2[CH2:8][CH2:7][C:6](=[O:9])[CH2:5][CH2:4]2)=[O:34])=[CH:29]1, predict the reactants needed to synthesize it. The reactants are: O.Cl.[NH:3]1[CH2:8][CH2:7][C:6](=[O:9])[CH2:5][CH2:4]1.CC[NH+](CC)CC.CC[NH+](CC)CC.C([O-])([O-])=O.[O:28]1[CH:32]=[CH:31][C:30]([C:33](O)=[O:34])=[CH:29]1.Cl.CN(C)CCCN=C=NCC. (3) Given the product [N:3]1[CH:4]=[C:5]([C:7]([C:9]2[CH:10]=[C:11]3[C:16](=[C:17]([C:19]([OH:23])=[O:20])[CH:18]=2)[N:15]=[CH:14][CH:13]=[CH:12]3)=[O:8])[CH:6]=[N:1][CH:2]=1, predict the reactants needed to synthesize it. The reactants are: [N:1]1[CH:6]=[C:5]([C:7]([C:9]2[CH:10]=[C:11]3[C:16](=[C:17]([CH:19]=[O:20])[CH:18]=2)[N:15]=[CH:14][CH:13]=[CH:12]3)=[O:8])[CH:4]=[N:3][CH:2]=1.C([O-])(=[O:23])C.[Na+].S(=O)(=O)(O)N.Cl([O-])=O.[Na+]. (4) Given the product [NH2:12][C:5]1[CH:6]=[C:7]([C:8]([F:11])([F:10])[F:9])[C:2]([Cl:1])=[N:3][CH:4]=1, predict the reactants needed to synthesize it. The reactants are: [Cl:1][C:2]1[C:7]([C:8]([F:11])([F:10])[F:9])=[CH:6][C:5]([N+:12]([O-])=O)=[CH:4][N:3]=1. (5) Given the product [Cl:11][C:10]1[CH:9]=[C:5]([C:6]([OH:8])=[O:7])[C:4]([O:12][CH3:13])=[CH:3][C:2]=1[C:16]1[CH:17]=[CH:18][CH:19]=[CH:20][C:15]=1[Cl:14], predict the reactants needed to synthesize it. The reactants are: I[C:2]1[C:10]([Cl:11])=[CH:9][C:5]([C:6]([OH:8])=[O:7])=[C:4]([O:12][CH3:13])[CH:3]=1.[Cl:14][C:15]1[CH:20]=[CH:19][CH:18]=[CH:17][C:16]=1B(O)O.C(=O)([O-])[O-].[K+].[K+].Cl.